Dataset: Catalyst prediction with 721,799 reactions and 888 catalyst types from USPTO. Task: Predict which catalyst facilitates the given reaction. (1) Reactant: Cl.[CH2:2]=[C:3]1[CH2:8][CH2:7][NH:6][CH2:5][CH2:4]1.C(N(CC)CC)C.[C:16](O[C:16]([O:18][C:19]([CH3:22])([CH3:21])[CH3:20])=[O:17])([O:18][C:19]([CH3:22])([CH3:21])[CH3:20])=[O:17]. Product: [CH2:2]=[C:3]1[CH2:8][CH2:7][N:6]([C:16]([O:18][C:19]([CH3:22])([CH3:21])[CH3:20])=[O:17])[CH2:5][CH2:4]1. The catalyst class is: 4. (2) Reactant: Br[C:2]1[CH:3]=[C:4]([C:16]#[C:17][C:18]2[CH:23]=[CH:22][C:21]([C:24]3[CH:29]=[CH:28][C:27]([Cl:30])=[CH:26][CH:25]=3)=[CH:20][N:19]=2)[CH:5]=[CH:6][C:7]=1[O:8][CH2:9][CH2:10][N:11]1[CH2:15][CH2:14][CH2:13][CH2:12]1.C([O-])([O-])=O.[Na+].[Na+]. Product: [Cl:30][C:27]1[CH:28]=[CH:29][C:24]([C:21]2[CH:22]=[CH:23][C:18]([C:17]#[C:16][C:4]3[CH:5]=[CH:6][C:7]([O:8][CH2:9][CH2:10][N:11]4[CH2:15][CH2:14][CH2:13][CH2:12]4)=[C:2]([C:18]4[CH:23]=[CH:22][CH:21]=[CH:20][N:19]=4)[CH:3]=3)=[N:19][CH:20]=2)=[CH:25][CH:26]=1. The catalyst class is: 169. (3) Reactant: [Cl:1][C:2]1[N:7]=[C:6](Cl)[CH:5]=[CH:4][N:3]=1.[C:9]1(B(O)O)[CH:14]=[CH:13][CH:12]=[CH:11][CH:10]=1.C([O-])([O-])=O.[Na+].[Na+].CCO. Product: [Cl:1][C:2]1[N:7]=[C:6]([C:9]2[CH:14]=[CH:13][CH:12]=[CH:11][CH:10]=2)[CH:5]=[CH:4][N:3]=1. The catalyst class is: 108. (4) Reactant: CCN(C(C)C)C(C)C.[CH3:10][C:11]([Si:14]([CH3:38])([CH3:37])[O:15][CH2:16][C@@H:17]([O:19][C:20]1[CH:21]=[C:22]([CH:26]=[C:27]([O:29][CH2:30][C:31]2[CH:36]=[CH:35][CH:34]=[CH:33][CH:32]=2)[CH:28]=1)[C:23]([OH:25])=O)[CH3:18])([CH3:13])[CH3:12].[NH2:39][C:40]1[CH:44]=[CH:43][N:42]([CH3:45])[N:41]=1.CN(C(ON1N=NC2C=CC=NC1=2)=[N+](C)C)C.F[P-](F)(F)(F)(F)F. Product: [CH3:10][C:11]([Si:14]([CH3:38])([CH3:37])[O:15][CH2:16][C@@H:17]([O:19][C:20]1[CH:21]=[C:22]([CH:26]=[C:27]([O:29][CH2:30][C:31]2[CH:32]=[CH:33][CH:34]=[CH:35][CH:36]=2)[CH:28]=1)[C:23]([NH:39][C:40]1[CH:44]=[CH:43][N:42]([CH3:45])[N:41]=1)=[O:25])[CH3:18])([CH3:12])[CH3:13]. The catalyst class is: 3. (5) Reactant: [C:1]1([C:7]2([CH3:10])[O:9][CH2:8]2)[CH:6]=[CH:5][CH:4]=[CH:3][CH:2]=1.[CH2:11]([NH2:13])[CH3:12]. Product: [CH2:11]([NH:13][CH2:8][C:7]([C:1]1[CH:6]=[CH:5][CH:4]=[CH:3][CH:2]=1)([OH:9])[CH3:10])[CH3:12]. The catalyst class is: 72. (6) Reactant: [N+:1]([C:4]1[CH:5]=[C:6]([C:10](=[O:12])[CH3:11])[CH:7]=[CH:8][CH:9]=1)([O-:3])=[O:2].S(Cl)([Cl:16])(=O)=O.O.C(OCC)(=O)C. Product: [Cl:16][CH2:11][C:10]([C:6]1[CH:7]=[CH:8][CH:9]=[C:4]([N+:1]([O-:3])=[O:2])[CH:5]=1)=[O:12]. The catalyst class is: 7. (7) Reactant: [N+:1]([C:4]1[CH:5]=[CH:6][C:7]([O:10][C@@H:11]2[CH2:15][CH2:14][N:13](C(OC(C)(C)C)=O)[CH2:12]2)=[N:8][CH:9]=1)([O-:3])=[O:2].[C:23]([OH:29])([C:25]([F:28])([F:27])[F:26])=[O:24]. Product: [F:26][C:25]([F:28])([F:27])[C:23]([OH:29])=[O:24].[F:26][C:25]([F:28])([F:27])[C:23]([OH:29])=[O:24].[N+:1]([C:4]1[CH:5]=[CH:6][C:7]([O:10][C@@H:11]2[CH2:15][CH2:14][NH:13][CH2:12]2)=[N:8][CH:9]=1)([O-:3])=[O:2]. The catalyst class is: 2.